From a dataset of Full USPTO retrosynthesis dataset with 1.9M reactions from patents (1976-2016). Predict the reactants needed to synthesize the given product. (1) Given the product [CH3:16][C:6]1[C:7]([NH:8][C:9](=[O:15])[O:10][C:11]([CH3:14])([CH3:12])[CH3:13])=[C:2]([CH3:1])[N:3]=[C:4]([O:17][CH2:18][C:19]([N:21]([CH3:28])[CH:22]2[CH2:23][CH2:24][N:25]([CH2:29][CH:30]3[CH2:31][CH2:32][CH2:33][O:34]3)[CH2:26][CH2:27]2)=[O:20])[N:5]=1, predict the reactants needed to synthesize it. The reactants are: [CH3:1][C:2]1[C:7]([NH:8][C:9](=[O:15])[O:10][C:11]([CH3:14])([CH3:13])[CH3:12])=[C:6]([CH3:16])[N:5]=[C:4]([O:17][CH2:18][C:19]([N:21]([CH3:28])[CH:22]2[CH2:27][CH2:26][NH:25][CH2:24][CH2:23]2)=[O:20])[N:3]=1.[CH2:29](Br)[CH:30]1[O:34][CH2:33][CH2:32][CH2:31]1. (2) Given the product [CH2:25]([N:28]1[C@H:29]([CH3:35])[CH2:30][N:31]([C@H:1]([C:3]2[CH:15]=[CH:14][C:6]([C:7]([N:9]([CH2:12][CH3:13])[CH2:10][CH3:11])=[O:8])=[CH:5][CH:4]=2)[C:19]2[CH:24]=[CH:23][CH:22]=[CH:21][CH:20]=2)[C@@H:32]([CH3:34])[CH2:33]1)[CH:26]=[CH2:27], predict the reactants needed to synthesize it. The reactants are: [CH:1]([C:3]1[CH:15]=[CH:14][C:6]([C:7]([N:9]([CH2:12][CH3:13])[CH2:10][CH3:11])=[O:8])=[CH:5][CH:4]=1)=O.N1[C:20]2[CH:21]=[CH:22][CH:23]=[CH:24][C:19]=2N=N1.[CH2:25]([N:28]1[CH2:33][C@H:32]([CH3:34])[NH:31][CH2:30][C@H:29]1[CH3:35])[CH:26]=[CH2:27].C1([Mg]Br)C=CC=CC=1.